From a dataset of NCI-60 drug combinations with 297,098 pairs across 59 cell lines. Regression. Given two drug SMILES strings and cell line genomic features, predict the synergy score measuring deviation from expected non-interaction effect. (1) Drug 1: CN1CCC(CC1)COC2=C(C=C3C(=C2)N=CN=C3NC4=C(C=C(C=C4)Br)F)OC. Drug 2: CCC1=CC2CC(C3=C(CN(C2)C1)C4=CC=CC=C4N3)(C5=C(C=C6C(=C5)C78CCN9C7C(C=CC9)(C(C(C8N6C)(C(=O)OC)O)OC(=O)C)CC)OC)C(=O)OC.C(C(C(=O)O)O)(C(=O)O)O. Cell line: 786-0. Synergy scores: CSS=44.0, Synergy_ZIP=1.26, Synergy_Bliss=3.11, Synergy_Loewe=-7.94, Synergy_HSA=4.53. (2) Drug 1: CCC1=C2CN3C(=CC4=C(C3=O)COC(=O)C4(CC)O)C2=NC5=C1C=C(C=C5)O. Drug 2: C1=NNC2=C1C(=O)NC=N2. Cell line: SK-MEL-28. Synergy scores: CSS=18.0, Synergy_ZIP=-5.59, Synergy_Bliss=-3.06, Synergy_Loewe=-90.6, Synergy_HSA=-2.85. (3) Drug 1: CC1OCC2C(O1)C(C(C(O2)OC3C4COC(=O)C4C(C5=CC6=C(C=C35)OCO6)C7=CC(=C(C(=C7)OC)O)OC)O)O. Drug 2: COCCOC1=C(C=C2C(=C1)C(=NC=N2)NC3=CC=CC(=C3)C#C)OCCOC.Cl. Cell line: COLO 205. Synergy scores: CSS=48.6, Synergy_ZIP=-1.75, Synergy_Bliss=-0.892, Synergy_Loewe=-11.5, Synergy_HSA=-0.916. (4) Synergy scores: CSS=-3.43, Synergy_ZIP=1.45, Synergy_Bliss=1.17, Synergy_Loewe=-2.56, Synergy_HSA=-2.23. Drug 2: C1=NNC2=C1C(=O)NC=N2. Cell line: EKVX. Drug 1: CC1C(C(=O)NC(C(=O)N2CCCC2C(=O)N(CC(=O)N(C(C(=O)O1)C(C)C)C)C)C(C)C)NC(=O)C3=C4C(=C(C=C3)C)OC5=C(C(=O)C(=C(C5=N4)C(=O)NC6C(OC(=O)C(N(C(=O)CN(C(=O)C7CCCN7C(=O)C(NC6=O)C(C)C)C)C)C(C)C)C)N)C. (5) Cell line: HS 578T. Drug 1: CC1=C2C(C(=O)C3(C(CC4C(C3C(C(C2(C)C)(CC1OC(=O)C(C(C5=CC=CC=C5)NC(=O)C6=CC=CC=C6)O)O)OC(=O)C7=CC=CC=C7)(CO4)OC(=O)C)O)C)OC(=O)C. Drug 2: CC12CCC3C(C1CCC2O)C(CC4=C3C=CC(=C4)O)CCCCCCCCCS(=O)CCCC(C(F)(F)F)(F)F. Synergy scores: CSS=2.64, Synergy_ZIP=-0.734, Synergy_Bliss=0.879, Synergy_Loewe=0.675, Synergy_HSA=0.645. (6) Drug 1: COC1=C(C=C2C(=C1)N=CN=C2NC3=CC(=C(C=C3)F)Cl)OCCCN4CCOCC4. Drug 2: C1=NC2=C(N1)C(=S)N=C(N2)N. Cell line: PC-3. Synergy scores: CSS=56.9, Synergy_ZIP=-5.31, Synergy_Bliss=-2.00, Synergy_Loewe=0.967, Synergy_HSA=3.61.